From a dataset of Catalyst prediction with 721,799 reactions and 888 catalyst types from USPTO. Predict which catalyst facilitates the given reaction. (1) Reactant: [OH:1][CH:2](CO)[CH2:3][C:4]1[C:5]([O:13][CH3:14])=[CH:6][C:7]([F:12])=[C:8]([CH:11]=1)[C:9]#[N:10]. Product: [F:12][C:7]1[CH:6]=[C:5]([O:13][CH3:14])[C:4]([CH2:3][CH:2]=[O:1])=[CH:11][C:8]=1[C:9]#[N:10]. The catalyst class is: 24. (2) Reactant: [OH-].[Na+].C[O:4][C:5](=[O:40])[CH2:6][C:7]1[CH:12]=[CH:11][C:10]([C:13]2[CH:18]=[CH:17][C:16]([C:19]([CH2:37][CH3:38])([C:22]3[CH:27]=[CH:26][C:25]([CH2:28][CH2:29][CH:30]([OH:35])[C:31]([CH3:34])([CH3:33])[CH3:32])=[C:24]([CH3:36])[CH:23]=3)[CH2:20][CH3:21])=[CH:15][C:14]=2[CH3:39])=[CH:9][CH:8]=1.Cl. Product: [CH2:20]([C:19]([C:16]1[CH:17]=[CH:18][C:13]([C:10]2[CH:11]=[CH:12][C:7]([CH2:6][C:5]([OH:40])=[O:4])=[CH:8][CH:9]=2)=[C:14]([CH3:39])[CH:15]=1)([C:22]1[CH:27]=[CH:26][C:25]([CH2:28][CH2:29][CH:30]([OH:35])[C:31]([CH3:33])([CH3:34])[CH3:32])=[C:24]([CH3:36])[CH:23]=1)[CH2:37][CH3:38])[CH3:21]. The catalyst class is: 5. (3) Reactant: [CH2:1]([O:8][C:9]1[CH:14]=[CH:13][C:12]([N+:15]([O-])=O)=[CH:11][C:10]=1[F:18])[C:2]1[CH:7]=[CH:6][CH:5]=[CH:4][CH:3]=1.C1(C)C=CC=CC=1.C([O-])=O.[NH4+]. Product: [CH2:1]([O:8][C:9]1[CH:14]=[CH:13][C:12]([NH2:15])=[CH:11][C:10]=1[F:18])[C:2]1[CH:3]=[CH:4][CH:5]=[CH:6][CH:7]=1. The catalyst class is: 150. (4) Reactant: [CH3:1][C:2]1[N:6]([C:7]2[CH:15]=[CH:14][C:10]([C:11](O)=[O:12])=[CH:9][C:8]=2[C:16]([F:19])([F:18])[F:17])[C:5]2[CH2:20][CH2:21][CH2:22][CH2:23][C:4]=2[N:3]=1.C(N(C(C)C)CC)(C)C.[Cl:33][C:34]1[CH:45]=[CH:44][C:37]2[NH:38][C:39]([C@@H:41]([NH2:43])[CH3:42])=[N:40][C:36]=2[CH:35]=1.ClCl. Product: [Cl:33][C:34]1[CH:45]=[CH:44][C:37]2[NH:38][C:39]([C@@H:41]([NH:43][C:11](=[O:12])[C:10]3[CH:14]=[CH:15][C:7]([N:6]4[C:5]5[CH2:20][CH2:21][CH2:22][CH2:23][C:4]=5[N:3]=[C:2]4[CH3:1])=[C:8]([C:16]([F:18])([F:19])[F:17])[CH:9]=3)[CH3:42])=[N:40][C:36]=2[CH:35]=1. The catalyst class is: 9. (5) Reactant: C[Al](C)C.[CH3:5][CH:6]([CH3:10])[CH2:7][CH2:8][NH2:9].[C:11]([O:15][C:16]([N:18]([CH3:47])[CH2:19][CH2:20][N:21]([CH2:23][C:24]1[C:25]([CH:35]2[CH2:40][C@H:39](C(OC)=O)[C:38]([CH3:46])([CH3:45])[CH2:37][CH2:36]2)=[N:26][N:27]([CH:29]2[CH2:34][CH2:33][CH2:32][CH2:31][O:30]2)[CH:28]=1)[CH3:22])=[O:17])([CH3:14])([CH3:13])[CH3:12].[CH3:48][OH:49]. Product: [CH3:46][C:38]1([CH3:45])[CH2:37][CH2:36][CH:35]([C:25]2[C:24]([CH2:23][N:21]([CH3:22])[CH2:20][CH2:19][N:18]([CH3:47])[C:16](=[O:17])[O:15][C:11]([CH3:14])([CH3:12])[CH3:13])=[CH:28][N:27]([CH:29]3[CH2:34][CH2:33][CH2:32][CH2:31][O:30]3)[N:26]=2)[CH2:40][C@@H:39]1[C:48](=[O:49])[NH:9][CH2:8][CH2:7][CH:6]([CH3:10])[CH3:5]. The catalyst class is: 11. (6) The catalyst class is: 2. Reactant: [CH:1]([N:4]1[CH2:9][CH2:8][NH:7][CH2:6][CH2:5]1)([CH3:3])[CH3:2].CCN(CC)CC.[CH:17]([N:20]1[C:24]([C:25]2[N:34]=[C:33]3[N:27]([CH2:28][CH2:29][O:30][C:31]4[CH:38]=[CH:37][C:36]([S:39](Cl)(=[O:41])=[O:40])=[CH:35][C:32]=43)[CH:26]=2)=[N:23][CH:22]=[N:21]1)([CH3:19])[CH3:18]. Product: [CH:17]([N:20]1[C:24]([C:25]2[N:34]=[C:33]3[C:32]4[CH:35]=[C:36]([S:39]([N:7]5[CH2:8][CH2:9][N:4]([CH:1]([CH3:3])[CH3:2])[CH2:5][CH2:6]5)(=[O:41])=[O:40])[CH:37]=[CH:38][C:31]=4[O:30][CH2:29][CH2:28][N:27]3[CH:26]=2)=[N:23][CH:22]=[N:21]1)([CH3:19])[CH3:18].